This data is from Catalyst prediction with 721,799 reactions and 888 catalyst types from USPTO. The task is: Predict which catalyst facilitates the given reaction. (1) The catalyst class is: 11. Product: [O:1]=[C:2]1[CH2:26][CH2:25][C@@:24]2([CH3:27])[CH:4]([CH2:5][C@@H:6]([OH:30])[C@@H:7]3[C@@H:23]2[CH2:22][C@H:21]([OH:28])[C@@:20]2([CH3:29])[C@H:8]3[CH2:9][CH2:10][C@@H:11]2[C@H:12]([CH3:19])[CH2:13][CH2:14][C:15]([O:17][CH3:18])=[O:16])[CH2:3]1. Reactant: [OH:1][C@@H:2]1[CH2:26][CH2:25][C@@:24]2([CH3:27])[CH:4]([CH2:5][C@@H:6]([OH:30])[C@@H:7]3[C@@H:23]2[CH2:22][C@H:21]([OH:28])[C@@:20]2([CH3:29])[C@H:8]3[CH2:9][CH2:10][C@@H:11]2[C@H:12]([CH3:19])[CH2:13][CH2:14][C:15]([O:17][CH3:18])=[O:16])[CH2:3]1.O. (2) Reactant: Cl[C:2]1[N:3]=[CH:4][C:5]2[CH:6]=[CH:7][C:8]3[C:17]4[C:16](=[O:18])[NH:15][CH2:14][C:13]=4[NH:12][C:9]=3[C:10]=2[CH:11]=1.[F:19][C:20]1[CH:21]=[C:22]([CH:24]=[CH:25][CH:26]=1)[NH2:23].[C:27]([O-:30])([O-])=[O:28].[Cs+].[Cs+].C1C=CC(P(C2C=CC=CC=2)C2C=CC=CC=2)=CC=1.C1(P(C2CCCCC2)[C:59]2C=CC=[CH:61][C:60]=2[C:65]2C=CC=CC=2N(C)C)CCCCC1. Product: [C:60]([O:30][C:27]([N:15]1[C:16](=[O:18])[C:17]2[C:8]3[CH:7]=[CH:6][C:5]4[CH:4]=[N:3][C:2]([NH:23][C:22]5[CH:24]=[CH:25][CH:26]=[C:20]([F:19])[CH:21]=5)=[CH:11][C:10]=4[C:9]=3[NH:12][C:13]=2[CH2:14]1)=[O:28])([CH3:65])([CH3:61])[CH3:59]. The catalyst class is: 151. (3) Reactant: [Br:1][C:2]1[C:11]2[C:6](=[CH:7][CH:8]=[C:9]([C:12]([OH:14])=O)[CH:10]=2)[N:5]=[CH:4][CH:3]=1.CN([C:18]([O:22][N:23]1N=NC2C=CC=N[C:24]1=2)=[N+](C)C)C.F[P-](F)(F)(F)(F)F.C(N(CC)CC)C. Product: [Br:1][C:2]1[C:11]2[C:6](=[CH:7][CH:8]=[C:9]([C:12]([N:23]([O:22][CH3:18])[CH3:24])=[O:14])[CH:10]=2)[N:5]=[CH:4][CH:3]=1. The catalyst class is: 34. (4) Reactant: [F:1][C:2]1[CH:9]=[CH:8][CH:7]=[CH:6][C:3]=1[CH2:4]Cl.O.Cl.[NH:12]1[CH2:17][CH2:16][C:15](=[O:18])[CH2:14][CH2:13]1.C(N(CC)CC)C. Product: [F:1][C:2]1[CH:9]=[CH:8][CH:7]=[CH:6][C:3]=1[CH2:4][N:12]1[CH2:17][CH2:16][C:15](=[O:18])[CH2:14][CH2:13]1. The catalyst class is: 4. (5) Reactant: [CH:1]1[C:11]2[C:10]3[CH:12]=[CH:13][CH:14]=[CH:15][C:9]=3[CH2:8][C:7](=[O:16])[NH:6][C:5]=2[CH:4]=[CH:3][CH:2]=1.[H-].[Na+].[CH3:19][O:20][C:21]1[CH:28]=[CH:27][C:24]([CH2:25]Cl)=[CH:23][CH:22]=1.O. Product: [CH3:19][O:20][C:21]1[CH:28]=[CH:27][C:24]([CH2:25][N:6]2[C:7](=[O:16])[CH2:8][C:9]3[CH:15]=[CH:14][CH:13]=[CH:12][C:10]=3[C:11]3[CH:1]=[CH:2][CH:3]=[CH:4][C:5]2=3)=[CH:23][CH:22]=1. The catalyst class is: 42.